This data is from Forward reaction prediction with 1.9M reactions from USPTO patents (1976-2016). The task is: Predict the product of the given reaction. (1) Given the reactants Cl[C:2]1[CH:7]=[C:6]([C:8]2[N:9]=[C:10]([NH:35][CH2:36][CH3:37])[S:11][C:12]=2[C:13]2[CH:18]=[CH:17][N:16]=[C:15]([NH:19][C:20]3[CH:25]=[CH:24][C:23]([O:26][CH2:27][CH2:28][N:29]4[CH2:33][CH2:32][CH2:31][CH2:30]4)=[C:22]([Cl:34])[CH:21]=3)[N:14]=2)[CH:5]=[CH:4][N:3]=1.[CH3:38][O-:39].[Na+], predict the reaction product. The product is: [Cl:34][C:22]1[CH:21]=[C:20]([NH:19][C:15]2[N:14]=[C:13]([C:12]3[S:11][C:10]([NH:35][CH2:36][CH3:37])=[N:9][C:8]=3[C:6]3[CH:5]=[CH:4][N:3]=[C:2]([O:39][CH3:38])[CH:7]=3)[CH:18]=[CH:17][N:16]=2)[CH:25]=[CH:24][C:23]=1[O:26][CH2:27][CH2:28][N:29]1[CH2:30][CH2:31][CH2:32][CH2:33]1. (2) Given the reactants [N:1]1[CH:6]=[CH:5][CH:4]=[CH:3][C:2]=1[C:7]1[O:8][C:9]2[CH2:14][CH2:13][NH:12][CH2:11][C:10]=2[N:15]=1.Br[C:17]1[CH:22]=[CH:21][CH:20]=[CH:19][N:18]=1.C(O[Na])(C)(C)C, predict the reaction product. The product is: [N:1]1[CH:6]=[CH:5][CH:4]=[CH:3][C:2]=1[C:7]1[O:8][C:9]2[CH2:14][CH2:13][N:12]([C:17]3[CH:22]=[CH:21][CH:20]=[CH:19][N:18]=3)[CH2:11][C:10]=2[N:15]=1. (3) The product is: [S:1]1[CH:5]=[CH:4][C:3]([C:6]2[C:14]3[C:9](=[CH:10][CH:11]=[CH:12][CH:13]=3)[NH:8][C:7]=2[C:15]([NH:21][NH2:22])=[O:17])=[CH:2]1. Given the reactants [S:1]1[CH:5]=[CH:4][C:3]([C:6]2[C:14]3[C:9](=[CH:10][CH:11]=[CH:12][CH:13]=3)[NH:8][C:7]=2[C:15]([O:17]CC)=O)=[CH:2]1.O.[NH2:21][NH2:22], predict the reaction product. (4) Given the reactants [CH3:1][NH:2][CH2:3][C:4]1[O:5][C:6]2[CH:13]=[CH:12][CH:11]=[CH:10][C:7]=2[C:8]=1[CH3:9].CNCC1C=CC2C(=CC=CC=2)C=1CCC.[ClH:30].[N:31]1([CH2:37][CH2:38][N:39]2[CH2:44][C:43]3[CH:45]=[C:46](/[CH:49]=[CH:50]/[C:51](O)=[O:52])[CH:47]=[N:48][C:42]=3[NH:41][C:40]2=[O:54])[CH2:36][CH2:35][O:34][CH2:33][CH2:32]1, predict the reaction product. The product is: [ClH:30].[CH3:1][N:2]([CH2:3][C:4]1[O:5][C:6]2[CH:13]=[CH:12][CH:11]=[CH:10][C:7]=2[C:8]=1[CH3:9])[C:51](=[O:52])/[CH:50]=[CH:49]/[C:46]1[CH:47]=[N:48][C:42]2[NH:41][C:40](=[O:54])[N:39]([CH2:38][CH2:37][N:31]3[CH2:32][CH2:33][O:34][CH2:35][CH2:36]3)[CH2:44][C:43]=2[CH:45]=1.